The task is: Predict the product of the given reaction.. This data is from Forward reaction prediction with 1.9M reactions from USPTO patents (1976-2016). (1) Given the reactants [CH3:1][O:2][C:3]1[CH:8]=[CH:7][C:6]([C:9]([F:12])([F:11])[F:10])=[CH:5][C:4]=1[NH:13][NH2:14].[CH3:15][CH2:16][O:17][C:18]([CH:20]([C:24]([CH3:26])=O)[C:21]([CH3:23])=O)=[O:19].C(Cl)Cl, predict the reaction product. The product is: [CH2:16]([O:17][C:18]([C:20]1[C:21]([CH3:23])=[N:14][N:13]([C:4]2[CH:5]=[C:6]([C:9]([F:11])([F:12])[F:10])[CH:7]=[CH:8][C:3]=2[O:2][CH3:1])[C:24]=1[CH3:26])=[O:19])[CH3:15]. (2) Given the reactants Br[C:2]1[CH:11]=[C:10]([F:12])[C:5]([C:6]([O:8][CH3:9])=[O:7])=[C:4]([F:13])[CH:3]=1.[C:14](=[O:21])([O:16][C:17]([CH3:20])([CH3:19])[CH3:18])[NH2:15].CC1(C)C2C(=C(P(C3C=CC=CC=3)C3C=CC=CC=3)C=CC=2)OC2C(P(C3C=CC=CC=3)C3C=CC=CC=3)=CC=CC1=2.C(=O)([O-])[O-].[Cs+].[Cs+], predict the reaction product. The product is: [C:17]([O:16][C:14]([NH:15][C:2]1[CH:11]=[C:10]([F:12])[C:5]([C:6]([O:8][CH3:9])=[O:7])=[C:4]([F:13])[CH:3]=1)=[O:21])([CH3:20])([CH3:19])[CH3:18]. (3) Given the reactants C[O:2][C:3]([C:5]1([C:8]2[CH:13]=[CH:12][C:11]([OH:14])=[CH:10][CH:9]=2)[CH2:7][CH2:6]1)=[O:4].[H-].[Na+].[H][H].Br[CH2:20][CH:21]([O:25][CH2:26][CH3:27])[O:22][CH2:23][CH3:24], predict the reaction product. The product is: [CH2:23]([O:22][CH:21]([O:25][CH2:26][CH3:27])[CH2:20][O:14][C:11]1[CH:12]=[CH:13][C:8]([C:5]2([C:3]([OH:2])=[O:4])[CH2:7][CH2:6]2)=[CH:9][CH:10]=1)[CH3:24]. (4) The product is: [CH3:8][C:5]1[CH:6]=[CH:7][C:2]([S:21][CH2:18][CH2:19][CH3:20])=[C:3]([N+:9]([O-:11])=[O:10])[CH:4]=1. Given the reactants Cl[C:2]1[CH:7]=[CH:6][C:5]([CH3:8])=[CH:4][C:3]=1[N+:9]([O-:11])=[O:10].C([O-])([O-])=O.[K+].[K+].[CH2:18]([SH:21])[CH2:19][CH3:20], predict the reaction product. (5) Given the reactants [Cl:1][C:2]1[CH:3]=[C:4]([NH:16][C:17]2[C:26]3[C:21](=[CH:22][CH:23]=[CH:24][C:25]=3[O:27][C@H:28]([CH3:33])[C:29]([O:31]C)=O)[N:20]=[CH:19][N:18]=2)[CH:5]=[CH:6][C:7]=1[O:8][CH2:9][C:10]1[CH:15]=[CH:14][CH:13]=[CH:12][N:11]=1.O.[NH3:35], predict the reaction product. The product is: [Cl:1][C:2]1[CH:3]=[C:4]([NH:16][C:17]2[C:26]3[C:21](=[CH:22][CH:23]=[CH:24][C:25]=3[O:27][C@H:28]([CH3:33])[C:29]([NH2:35])=[O:31])[N:20]=[CH:19][N:18]=2)[CH:5]=[CH:6][C:7]=1[O:8][CH2:9][C:10]1[CH:15]=[CH:14][CH:13]=[CH:12][N:11]=1. (6) Given the reactants COC1C=CC(P2(SP(C3C=CC(OC)=CC=3)(=S)S2)=[S:10])=CC=1.[CH3:23][O:24][C:25]1[CH:45]=[C:44]([N+:46]([O-:48])=[O:47])[CH:43]=[CH:42][C:26]=1[C:27]([NH:29][NH:30][C:31](=O)[CH2:32][NH:33][C:34](=[O:40])[O:35][C:36]([CH3:39])([CH3:38])[CH3:37])=O, predict the reaction product. The product is: [CH3:23][O:24][C:25]1[CH:45]=[C:44]([N+:46]([O-:48])=[O:47])[CH:43]=[CH:42][C:26]=1[C:27]1[S:10][C:31]([CH2:32][NH:33][C:34](=[O:40])[O:35][C:36]([CH3:39])([CH3:38])[CH3:37])=[N:30][N:29]=1.